This data is from Full USPTO retrosynthesis dataset with 1.9M reactions from patents (1976-2016). The task is: Predict the reactants needed to synthesize the given product. (1) The reactants are: [C:1]([OH:13])(=[O:12])[CH2:2][CH2:3][CH2:4][CH2:5][CH2:6][CH2:7][CH2:8][CH2:9][CH2:10][CH3:11].[Br-].C(CCCCCCCCC[P+](C1C=CC=CC=1)(C1C=CC=CC=1)C1C=CC=CC=1)(O)=O.[F:46][C:47]1[CH:54]=[C:53]([F:55])[CH:52]=[CH:51][C:48]=1C=O. Given the product [F:46][C:47]1[CH:54]=[C:53]([F:55])[CH:52]=[CH:51][C:48]=1[CH2:11][CH2:10][CH2:9][CH2:8][CH2:7][CH2:6][CH2:5][CH2:4][CH2:3][CH2:2][C:1]([OH:13])=[O:12], predict the reactants needed to synthesize it. (2) Given the product [NH2:11][C@H:12]1[CH2:17][CH2:16][N:15]([C:18]2[CH:19]=[C:20]([C:25]([O:27][CH3:28])=[O:26])[C:21]([CH3:24])=[N:22][CH:23]=2)[CH2:14][C@H:13]1[O:29][CH3:30], predict the reactants needed to synthesize it. The reactants are: C(OC([NH:11][C@H:12]1[CH2:17][CH2:16][N:15]([C:18]2[CH:19]=[C:20]([C:25]([O:27][CH3:28])=[O:26])[C:21]([CH3:24])=[N:22][CH:23]=2)[CH2:14][C@H:13]1[O:29][CH3:30])=O)C1C=CC=CC=1. (3) Given the product [OH:2][C:3]1[CH:8]=[CH:7][C:6]([C:9]2[CH2:10][CH2:11][C:12](=[O:15])[NH:13][N:14]=2)=[CH:5][CH:4]=1, predict the reactants needed to synthesize it. The reactants are: C[O:2][C:3]1[CH:8]=[CH:7][C:6]([C:9]2[CH2:10][CH2:11][C:12](=[O:15])[NH:13][N:14]=2)=[CH:5][CH:4]=1.[Cl-].[Al+3].[Cl-].[Cl-].O.